Predict the product of the given reaction. From a dataset of Forward reaction prediction with 1.9M reactions from USPTO patents (1976-2016). (1) Given the reactants N(C(OC(C)C)=O)=NC(OC(C)C)=O.C1(P(C2C=CC=CC=2)C2C=CC=CC=2)C=CC=CC=1.O[CH2:35][C@@H:36]([NH:39][C:40](=[O:46])[O:41][C:42]([CH3:45])([CH3:44])[CH3:43])[CH:37]=[CH2:38].[Cl:47][C:48]1[C:49]2[C:56]([I:57])=[CH:55][NH:54][C:50]=2[N:51]=[CH:52][N:53]=1, predict the reaction product. The product is: [Cl:47][C:48]1[C:49]2[C:56]([I:57])=[CH:55][N:54]([CH2:35][C@@H:36]([NH:39][C:40](=[O:46])[O:41][C:42]([CH3:45])([CH3:44])[CH3:43])[CH:37]=[CH2:38])[C:50]=2[N:51]=[CH:52][N:53]=1. (2) Given the reactants Cl[C:2]1[N:12]=[C:11]2[C:5]([NH:6][C:7](=[O:20])[C:8]([CH3:19])([CH3:18])[CH2:9][N:10]2[CH:13]2[CH2:17][CH2:16][CH2:15][CH2:14]2)=[CH:4][N:3]=1.[NH2:21][C:22]1[CH:43]=[CH:42][C:25]([C:26]([NH:28][CH:29]2[CH2:34][CH2:33][N:32](C(OC(C)(C)C)=O)[CH2:31][CH2:30]2)=[O:27])=[CH:24][C:23]=1[O:44][CH3:45].O.[C:47]1(C)C=CC(S(O)(=O)=O)=CC=1, predict the reaction product. The product is: [CH:13]1([N:10]2[CH2:9][C:8]([CH3:19])([CH3:18])[C:7](=[O:20])[N:6]([CH3:47])[C:5]3[C:11]2=[N:12][C:2]([NH:21][C:22]2[CH:43]=[CH:42][C:25]([C:26]([NH:28][CH:29]4[CH2:34][CH2:33][NH:32][CH2:31][CH2:30]4)=[O:27])=[CH:24][C:23]=2[O:44][CH3:45])=[N:3][CH:4]=3)[CH2:17][CH2:16][CH2:15][CH2:14]1. (3) Given the reactants [N+:1]([C:4]1[C:9]([N+:10]([O-:12])=[O:11])=[CH:8][CH:7]=[CH:6][C:5]=1[OH:13])([O-:3])=[O:2].C([O-])([O-])=O.[K+].[K+].Br[CH2:21][CH2:22][O:23][CH3:24], predict the reaction product. The product is: [CH3:24][O:23][CH2:22][CH2:21][O:13][C:5]1[CH:6]=[CH:7][CH:8]=[C:9]([N+:10]([O-:12])=[O:11])[C:4]=1[N+:1]([O-:3])=[O:2]. (4) Given the reactants [CH3:1][C:2]1([CH3:14])[CH:6]([C:7]#[C:8][Si](C)(C)C)[O:5][C:4](=[O:13])[NH:3]1.C([O-])([O-])=O.[K+].[K+], predict the reaction product. The product is: [CH3:1][C:2]1([CH3:14])[CH:6]([C:7]#[CH:8])[O:5][C:4](=[O:13])[NH:3]1. (5) Given the reactants [CH:1](=O)[C:2]1[CH:7]=[CH:6][C:5]([O:8][CH3:9])=[CH:4][CH:3]=1.[Cl:11][C:12]1[C:18]([O:19][CH3:20])=[CH:17][C:15]([NH2:16])=[C:14]([O:21][CH3:22])[CH:13]=1.C(O[BH-](OC(=O)C)OC(=O)C)(=O)C.[Na+].C(O)(=O)C.C([O-])([O-])=O.[K+].[K+], predict the reaction product. The product is: [Cl:11][C:12]1[C:18]([O:19][CH3:20])=[CH:17][C:15]([NH:16][CH2:1][C:2]2[CH:7]=[CH:6][C:5]([O:8][CH3:9])=[CH:4][CH:3]=2)=[C:14]([O:21][CH3:22])[CH:13]=1. (6) The product is: [C:16]([N:5]1[C:6]2[C:11](=[CH:10][CH:9]=[C:8]([C:12]([O:14][CH3:15])=[O:13])[CH:7]=2)[C:3]([CH:1]=[O:2])=[CH:4]1)(=[O:18])[CH3:17]. Given the reactants [CH:1]([C:3]1[C:11]2[C:6](=[CH:7][C:8]([C:12]([O:14][CH3:15])=[O:13])=[CH:9][CH:10]=2)[NH:5][CH:4]=1)=[O:2].[C:16](OC(=O)C)(=[O:18])[CH3:17], predict the reaction product. (7) The product is: [ClH:31].[CH3:10][O:11][C:12]1[CH:13]=[C:14]([C:15]2[C@@H:17]3[C@@H:18]([CH2:22][CH:23]=[CH:24][CH2:25]3)[C:19](=[O:21])[N:39]([CH:36]3[CH2:37][CH2:38][NH:33][CH2:34][CH2:35]3)[N:40]=2)[CH:26]=[CH:27][C:28]=1[O:29][CH3:30]. Given the reactants C[C@H](N)C1C=CC=CC=1.[CH3:10][O:11][C:12]1[CH:13]=[C:14]([CH:26]=[CH:27][C:28]=1[O:29][CH3:30])[C:15]([C@H:17]1[CH2:25][CH:24]=[CH:23][CH2:22][C@H:18]1[C:19]([OH:21])=O)=O.[ClH:31].Cl.[NH:33]1[CH2:38][CH2:37][CH:36]([NH:39][NH2:40])[CH2:35][CH2:34]1.C(N(CC)CC)C, predict the reaction product. (8) Given the reactants [Br:1][C:2]1[CH:3]=[C:4]([C:14]([O:16]C(C)(C)C)=[O:15])[S:5][C:6]=1/[CH:7]=[CH:8]/[C:9]([O:11][CH2:12][CH3:13])=[O:10].FC(F)(F)C(O)=O, predict the reaction product. The product is: [Br:1][C:2]1[CH:3]=[C:4]([C:14]([OH:16])=[O:15])[S:5][C:6]=1/[CH:7]=[CH:8]/[C:9]([O:11][CH2:12][CH3:13])=[O:10]. (9) Given the reactants [H-].[Na+].C(OP([CH2:11][C:12]1[CH:21]=[CH:20][C:15]([C:16]([O:18][CH3:19])=[O:17])=[CH:14][CH:13]=1)(OCC)=O)C.[CH3:22][C:23]1[CH:24]=[C:25]([C:40]2[S:44][C:43]([CH:45]=O)=[N:42][CH:41]=2)[CH:26]=[C:27]([NH:29][C:30]2[N:35]=[C:34]([C:36]([F:39])([F:38])[F:37])[CH:33]=[CH:32][N:31]=2)[CH:28]=1, predict the reaction product. The product is: [CH3:22][C:23]1[CH:24]=[C:25]([C:40]2[S:44][C:43](/[CH:45]=[CH:11]/[C:12]3[CH:13]=[CH:14][C:15]([C:16]([O:18][CH3:19])=[O:17])=[CH:20][CH:21]=3)=[N:42][CH:41]=2)[CH:26]=[C:27]([NH:29][C:30]2[N:35]=[C:34]([C:36]([F:38])([F:37])[F:39])[CH:33]=[CH:32][N:31]=2)[CH:28]=1.